This data is from NCI-60 drug combinations with 297,098 pairs across 59 cell lines. The task is: Regression. Given two drug SMILES strings and cell line genomic features, predict the synergy score measuring deviation from expected non-interaction effect. (1) Drug 1: C(=O)(N)NO. Drug 2: C1CC(=O)NC(=O)C1N2C(=O)C3=CC=CC=C3C2=O. Cell line: ACHN. Synergy scores: CSS=3.97, Synergy_ZIP=-1.11, Synergy_Bliss=1.07, Synergy_Loewe=-0.943, Synergy_HSA=-1.16. (2) Drug 2: CCC1(CC2CC(C3=C(CCN(C2)C1)C4=CC=CC=C4N3)(C5=C(C=C6C(=C5)C78CCN9C7C(C=CC9)(C(C(C8N6C)(C(=O)OC)O)OC(=O)C)CC)OC)C(=O)OC)O.OS(=O)(=O)O. Drug 1: CN1CCC(CC1)COC2=C(C=C3C(=C2)N=CN=C3NC4=C(C=C(C=C4)Br)F)OC. Synergy scores: CSS=31.9, Synergy_ZIP=-8.92, Synergy_Bliss=-1.36, Synergy_Loewe=-3.73, Synergy_HSA=0.232. Cell line: OVCAR-4.